This data is from Aqueous solubility values for 9,982 compounds from the AqSolDB database. The task is: Regression/Classification. Given a drug SMILES string, predict its absorption, distribution, metabolism, or excretion properties. Task type varies by dataset: regression for continuous measurements (e.g., permeability, clearance, half-life) or binary classification for categorical outcomes (e.g., BBB penetration, CYP inhibition). For this dataset (solubility_aqsoldb), we predict Y. The molecule is CN1CCN(C2=Nc3cc(Cl)ccc3Nc3ccccc32)CC1. The Y is -4.64 log mol/L.